This data is from Full USPTO retrosynthesis dataset with 1.9M reactions from patents (1976-2016). The task is: Predict the reactants needed to synthesize the given product. (1) Given the product [ClH:53].[CH2:44]([O:43][C:36]1[C:37]2[C:42](=[CH:41][CH:40]=[CH:39][CH:38]=2)[N:33]([CH2:32][CH2:31][N:28]2[CH2:27][CH2:26][CH:25]([NH:13][CH2:14][C:15]3[CH:24]=[CH:23][C:18]4[O:19][CH2:20][CH2:21][O:22][C:17]=4[CH:16]=3)[CH2:30][CH2:29]2)[C:34](=[O:51])[CH:35]=1)[C:45]1[CH:46]=[CH:47][CH:48]=[CH:49][CH:50]=1, predict the reactants needed to synthesize it. The reactants are: C(OCC)(=O)C.C(OC(=O)[N:13]([CH:25]1[CH2:30][CH2:29][N:28]([CH2:31][CH2:32][N:33]2[C:42]3[C:37](=[CH:38][CH:39]=[CH:40][CH:41]=3)[C:36]([O:43][CH2:44][C:45]3[CH:50]=[CH:49][CH:48]=[CH:47][CH:46]=3)=[CH:35][C:34]2=[O:51])[CH2:27][CH2:26]1)[CH2:14][C:15]1[CH:24]=[CH:23][C:18]2[O:19][CH2:20][CH2:21][O:22][C:17]=2[CH:16]=1)(C)(C)C.[ClH:53].C(OCC)(=O)C. (2) The reactants are: Cl[C:2]1[C:7](C)=CC=C(Cl)N=1.Cl[C:11]1[CH:16]=[C:15]([CH3:17])[CH:14]=[C:13]([Cl:18])[N:12]=1. Given the product [Cl:18][C:13]1[N:12]=[C:11]([CH:2]=[CH2:7])[CH:16]=[C:15]([CH3:17])[CH:14]=1, predict the reactants needed to synthesize it. (3) Given the product [C:27]([OH:29])(=[O:28])/[CH:9]=[CH:8]\[C:10]([OH:25])=[O:33].[CH3:17][N:14]1[CH2:15][CH2:16][N:11]([CH2:10][C:8]2[N:7]=[C:5]3[N:4]([CH:9]=2)[CH:3]=[C:2]([C:21]2[CH:22]=[CH:23][N:18]=[CH:19][CH:20]=2)[S:6]3)[CH2:12][CH2:13]1, predict the reactants needed to synthesize it. The reactants are: Br[C:2]1[S:6][C:5]2=[N:7][C:8]([CH2:10][N:11]3[CH2:16][CH2:15][N:14]([CH3:17])[CH2:13][CH2:12]3)=[CH:9][N:4]2[CH:3]=1.[N:18]1[CH:23]=[CH:22][C:21](B(O)[OH:25])=[CH:20][CH:19]=1.[C:27]([O-])([O-:29])=[O:28].[K+].[K+].[OH2:33]. (4) The reactants are: [F:1][C:2]1[C:3]([CH3:24])=[C:4]([CH:21]=[CH:22][CH:23]=1)[CH2:5][C:6]1[C:7]([C:15]2[CH:20]=[CH:19][CH:18]=[CH:17][CH:16]=2)=[C:8]2[N:13]([CH:14]=1)[CH:12]=[CH:11][CH:10]=[CH:9]2.N1C=CC=CC=1.[C:31](Cl)(Cl)=[O:32].C1(C)C=CC=CC=1.[C:42]([O:46][C:47]([N:49]1[CH2:54][CH2:53][NH:52][CH2:51][C@@H:50]1[CH2:55][CH2:56][O:57][Si:58]([C:61]([CH3:64])([CH3:63])[CH3:62])([CH3:60])[CH3:59])=[O:48])([CH3:45])([CH3:44])[CH3:43].C(N(CC)CC)C. Given the product [C:42]([O:46][C:47]([N:49]1[CH2:54][CH2:53][N:52]([C:31]([C:14]2[N:13]3[C:8]([CH:9]=[CH:10][CH:11]=[CH:12]3)=[C:7]([C:15]3[CH:16]=[CH:17][CH:18]=[CH:19][CH:20]=3)[C:6]=2[CH2:5][C:4]2[CH:21]=[CH:22][CH:23]=[C:2]([F:1])[C:3]=2[CH3:24])=[O:32])[CH2:51][C@@H:50]1[CH2:55][CH2:56][O:57][Si:58]([C:61]([CH3:64])([CH3:63])[CH3:62])([CH3:60])[CH3:59])=[O:48])([CH3:45])([CH3:44])[CH3:43], predict the reactants needed to synthesize it. (5) Given the product [CH2:1]([O:5][CH2:6][CH2:7][O:8][C:9]1[CH:14]=[CH:13][C:12]([C:15]2[CH:16]=[C:17]3[C:22](=[C:23](/[CH:25]=[C:26](\[CH3:32])/[C:27]([OH:29])=[O:28])[CH:24]=2)[N:21]([CH3:33])[CH2:20][CH2:19][CH2:18]3)=[CH:11][CH:10]=1)[CH2:2][CH2:3][CH3:4], predict the reactants needed to synthesize it. The reactants are: [CH2:1]([O:5][CH2:6][CH2:7][O:8][C:9]1[CH:14]=[CH:13][C:12]([C:15]2[CH:16]=[C:17]3[C:22](=[C:23](/[CH:25]=[C:26](\[CH3:32])/[C:27]([O:29]CC)=[O:28])[CH:24]=2)[N:21]([CH3:33])[CH2:20][CH2:19][CH2:18]3)=[CH:11][CH:10]=1)[CH2:2][CH2:3][CH3:4].[OH-].[Na+].Cl. (6) Given the product [CH:3]1([C:6]([C:8]2[C:16]3[C:11](=[N:12][CH:13]=[CH:14][CH:15]=3)[N:10]([S:17]([C:20]3[CH:26]=[CH:25][C:23]([CH3:24])=[CH:22][CH:21]=3)(=[O:19])=[O:18])[N:9]=2)=[O:7])[CH2:4][CH2:5]1, predict the reactants needed to synthesize it. The reactants are: [H-].[Na+].[CH:3]1([C:6]([C:8]2[C:16]3[C:11](=[N:12][CH:13]=[CH:14][CH:15]=3)[NH:10][N:9]=2)=[O:7])[CH2:5][CH2:4]1.[S:17](Cl)([C:20]1[CH:26]=[CH:25][C:23]([CH3:24])=[CH:22][CH:21]=1)(=[O:19])=[O:18]. (7) Given the product [C:1]1([C:18]2[CH:19]=[CH:20][CH:21]=[CH:22][CH:23]=2)[CH:6]=[CH:5][CH:4]=[C:3]([N:7]2[C:8]3[N:16]=[CH:15][C:14]([F:17])=[CH:13][C:9]=3[C:10](=[O:11])[N:31]([C@@H:35]3[CH2:37][CH2:32][NH:33][CH2:34]3)[C:24]2=[O:25])[CH:2]=1, predict the reactants needed to synthesize it. The reactants are: [C:1]1([C:18]2[CH:23]=[CH:22][CH:21]=[CH:20][CH:19]=2)[CH:6]=[CH:5][CH:4]=[C:3]([NH:7][C:8]2[N:16]=[CH:15][C:14]([F:17])=[CH:13][C:9]=2[C:10](O)=[O:11])[CH:2]=1.[C:24]([N:31]1[CH:35]=[CH:34][N:33]=[CH:32]1)(N1C=CN=C1)=[O:25].N[C@@H:37]1CCN(C(OC(C)(C)C)=O)C1.[H-].[Na+]. (8) The reactants are: [C:1]([O:4][C@H:5]1[C@@H:9]([CH2:10][I:11])[O:8][C@@H:7]([N:12]2[CH:20]=[C:18]([CH3:19])[C:16](=[O:17])[NH:15][C:13]2=[O:14])[CH2:6]1)(=[O:3])[CH3:2].C[C:22](OC(C)=O)=[O:23].N1C=CC=C[CH:29]=1. Given the product [CH3:19][C:18]1[C:16](=[O:17])[NH:15][C:13](=[O:14])[N:12]([C@@H:7]2[O:8][C@:9]([C:10]#[CH:29])([CH2:22][OH:23])[CH:5]=[CH:6]2)[CH:20]=1.[C:1]([O:4][C@H:5]1[C@@H:9]([CH2:10][I:11])[O:8][C@@H:7]([N:12]2[CH:20]=[C:18]([CH3:19])[C:16](=[O:17])[NH:15][C:13]2=[O:14])[CH2:6]1)(=[O:3])[CH3:2], predict the reactants needed to synthesize it.